Dataset: Catalyst prediction with 721,799 reactions and 888 catalyst types from USPTO. Task: Predict which catalyst facilitates the given reaction. Reactant: [I:1][C:2]1[CH:3]=[C:4]([CH:8]=[C:9]([C:11]([O:13][CH3:14])=[O:12])[CH:10]=1)[C:5]([OH:7])=O.C(N(C(C)C)CC)(C)C.F[P-](F)(F)(F)(F)F.N1(OC(N(C)C)=[N+](C)C)[C:35]2[N:36]=[CH:37]C=[CH:39][C:34]=2N=N1.CNCCC. Product: [I:1][C:2]1[CH:10]=[C:9]([CH:8]=[C:4]([C:5]([N:36]([CH3:37])[CH2:35][CH2:34][CH3:39])=[O:7])[CH:3]=1)[C:11]([O:13][CH3:14])=[O:12]. The catalyst class is: 39.